Dataset: Peptide-MHC class II binding affinity with 134,281 pairs from IEDB. Task: Regression. Given a peptide amino acid sequence and an MHC pseudo amino acid sequence, predict their binding affinity value. This is MHC class II binding data. The peptide sequence is PLHLRYYRITYGETG. The MHC is DRB1_0802 with pseudo-sequence DRB1_0802. The binding affinity (normalized) is 0.727.